Dataset: Catalyst prediction with 721,799 reactions and 888 catalyst types from USPTO. Task: Predict which catalyst facilitates the given reaction. (1) Reactant: [CH3:1][C:2]1[N:6]=[C:5]([CH3:7])[S:4][C:3]=1/[CH:8]=[CH:9]/[C:10](N(C)C)=O.[N+]([O-])(O)=O.[OH:19][CH2:20][C:21]1[CH:22]=[C:23]([NH:29][C:30]([NH2:32])=[NH:31])[CH:24]=[C:25]([CH2:27][OH:28])[CH:26]=1. Product: [CH3:7][C:5]1[S:4][C:3]([C:8]2[CH:9]=[CH:10][N:32]=[C:30]([NH:29][C:23]3[CH:24]=[C:25]([CH2:27][OH:28])[CH:26]=[C:21]([CH2:20][OH:19])[CH:22]=3)[N:31]=2)=[C:2]([CH3:1])[N:6]=1. The catalyst class is: 23. (2) Reactant: C(Cl)(=O)C(Cl)=O.[Cl:7][C:8]1[C:17]2[C:12](=[CH:13][C:14]([S:18]([N:21]3[CH2:28][CH2:27][CH2:26][C@@H:22]3[C:23](O)=[O:24])(=[O:20])=[O:19])=[CH:15][CH:16]=2)[C:11]([NH:29][C:30]([NH2:32])=[NH:31])=[N:10][CH:9]=1.[CH2:33]([CH2:35][NH2:36])[OH:34]. Product: [NH3:10].[Cl:7][C:8]1[C:17]2[C:12](=[CH:13][C:14]([S:18]([N:21]3[CH2:28][CH2:27][CH2:26][C@@H:22]3[C:23]([NH:36][CH2:35][CH2:33][OH:34])=[O:24])(=[O:19])=[O:20])=[CH:15][CH:16]=2)[C:11]([NH:29][C:30]([NH2:32])=[NH:31])=[N:10][CH:9]=1. The catalyst class is: 59.